Task: Predict the reactants needed to synthesize the given product.. Dataset: Full USPTO retrosynthesis dataset with 1.9M reactions from patents (1976-2016) (1) Given the product [Cl:29][C:30]1[CH:54]=[CH:53][C:33]([CH2:34][N:35]2[CH2:40][CH2:39][CH:38]([NH:41][C:42](=[O:43])[C:44]3[CH:45]=[C:49]([CH3:48])[CH:50]=[N:51][CH:52]=3)[CH2:37][CH2:36]2)=[CH:32][C:31]=1[O:55][CH2:56][CH3:57], predict the reactants needed to synthesize it. The reactants are: CC1C=NC=C(C=1)C(NC1CCNCC1)=O.ClC1C=CC(C=O)=CC=1OCC.[Cl:29][C:30]1[CH:54]=[CH:53][C:33]([CH2:34][N:35]2[CH2:40][CH2:39][CH:38]([NH:41][C:42]([C:44]3[CH:45]=CC=[C:48]4[C:52]=3[NH:51][CH:50]=[CH:49]4)=[O:43])[CH2:37][CH2:36]2)=[CH:32][C:31]=1[O:55][CH2:56][CH3:57].B.N1C=CC=CC=1. (2) Given the product [CH3:1][C:2]1[C:3]([C:22]2[CH:27]=[CH:26][CH:25]=[CH:24][CH:23]=2)=[C:4]([O:14][C:15]2[CH:20]=[CH:19][C:18]([O:21][CH2:35][CH2:36][O:37][CH2:38][CH2:39][OH:40])=[CH:17][CH:16]=2)[C:5]2[C:10]([CH:11]=1)=[CH:9][C:8]([O:12][CH3:13])=[CH:7][CH:6]=2, predict the reactants needed to synthesize it. The reactants are: [CH3:1][C:2]1[C:3]([C:22]2[CH:27]=[CH:26][CH:25]=[CH:24][CH:23]=2)=[C:4]([O:14][C:15]2[CH:20]=[CH:19][C:18]([OH:21])=[CH:17][CH:16]=2)[C:5]2[C:10]([CH:11]=1)=[CH:9][C:8]([O:12][CH3:13])=[CH:7][CH:6]=2.C([O-])([O-])=O.[Cs+].[Cs+].Cl[CH2:35][CH2:36][O:37][CH2:38][CH2:39][OH:40].